Dataset: Reaction yield outcomes from USPTO patents with 853,638 reactions. Task: Predict the reaction yield, written as a fraction of the theoretical maximum amount of product (1.0 means a 100% yield; for example, 0.34 means a 34% yield). The product is [Cl:1][C:2]1[CH:21]=[C:20]([Cl:22])[CH:19]=[CH:18][C:3]=1[CH2:4][CH:5]1[CH2:9][CH2:8][N:7]([CH:10]2[CH2:11][CH2:12][C:13](=[O:16])[CH2:14][CH2:15]2)[C:6]1=[O:17]. The reactants are [Cl:1][C:2]1[CH:21]=[C:20]([Cl:22])[CH:19]=[CH:18][C:3]=1[CH2:4][CH:5]1[CH2:9][CH2:8][N:7]([CH:10]2[CH2:15][CH2:14][CH:13]([OH:16])[CH2:12][CH2:11]2)[C:6]1=[O:17].C1(C)C=CC(S(O)(=O)=O)=CC=1. The catalyst is CC(C)=O. The yield is 1.00.